From a dataset of Full USPTO retrosynthesis dataset with 1.9M reactions from patents (1976-2016). Predict the reactants needed to synthesize the given product. (1) Given the product [CH3:2][O:3][C:4](=[O:22])[C@@H:5]([N:21]=[C:24]=[O:23])[CH2:6][C:7]1[CH:12]=[CH:11][C:10]([O:13][C:14](=[O:16])[CH3:15])=[C:9]([O:17][C:18](=[O:20])[CH3:19])[CH:8]=1, predict the reactants needed to synthesize it. The reactants are: Cl.[CH3:2][O:3][C:4](=[O:22])[C@@H:5]([NH2:21])[CH2:6][C:7]1[CH:12]=[CH:11][C:10]([O:13][C:14](=[O:16])[CH3:15])=[C:9]([O:17][C:18](=[O:20])[CH3:19])[CH:8]=1.[O:23]=[C:24](Cl)OC(Cl)(Cl)Cl.C(Cl)(Cl)=O. (2) Given the product [ClH:1].[Cl:1][C:2]1[CH:7]=[CH:6][C:5]([C:8]2[CH:17]=[C:12]([C:13]([NH:32][CH:33]([CH:38]([CH3:40])[CH3:39])[CH2:34][C:35]([OH:37])=[O:36])=[O:14])[CH:11]=[N:10][C:9]=2[C:18]2[CH:23]=[CH:22][CH:21]=[CH:20][C:19]=2[CH3:24])=[CH:4][C:3]=1[O:25][CH2:26][CH2:27][CH2:28][N:29]([CH3:30])[CH3:31], predict the reactants needed to synthesize it. The reactants are: [Cl:1][C:2]1[CH:7]=[CH:6][C:5]([C:8]2[C:9]([C:18]3[CH:23]=[CH:22][CH:21]=[CH:20][C:19]=3[CH3:24])=[N:10][CH:11]=[C:12]([CH:17]=2)[C:13](OC)=[O:14])=[CH:4][C:3]=1[O:25][CH2:26][CH2:27][CH2:28][N:29]([CH3:31])[CH3:30].[NH2:32][CH:33]([CH:38]([CH3:40])[CH3:39])[CH2:34][C:35]([OH:37])=[O:36].